This data is from Catalyst prediction with 721,799 reactions and 888 catalyst types from USPTO. The task is: Predict which catalyst facilitates the given reaction. Reactant: C(=O)([O-])[O-].[K+].[K+].Br[CH2:8][C:9]([O:11][C:12]([CH3:15])([CH3:14])[CH3:13])=[O:10].CN(C)C=O.[OH:21][C:22]1[CH:27]=[CH:26][C:25]([CH2:28][C:29]([O:31][CH2:32][C:33]2[CH:38]=[CH:37][CH:36]=[CH:35][CH:34]=2)=[O:30])=[CH:24][CH:23]=1. Product: [CH2:32]([O:31][C:29](=[O:30])[CH2:28][C:25]1[CH:24]=[CH:23][C:22]([O:21][CH2:8][C:9]([O:11][C:12]([CH3:15])([CH3:14])[CH3:13])=[O:10])=[CH:27][CH:26]=1)[C:33]1[CH:34]=[CH:35][CH:36]=[CH:37][CH:38]=1. The catalyst class is: 6.